This data is from Reaction yield outcomes from USPTO patents with 853,638 reactions. The task is: Predict the reaction yield, written as a fraction of the theoretical maximum amount of product (1.0 means a 100% yield; for example, 0.34 means a 34% yield). The reactants are [CH2:1]([N:8]1[CH2:13][CH2:12][N:11]([C:14]2[CH:22]=[CH:21][C:17]([C:18](O)=[O:19])=[CH:16][CH:15]=2)[CH2:10][CH2:9]1)[C:2]1[CH:7]=[CH:6][CH:5]=[CH:4][CH:3]=1.C(N1C=CN=C1)(N1C=CN=C1)=O.[NH2:35][C@H:36]1[CH2:41][C:40]2[C:42]([N:46]3[CH2:51][CH2:50][N:49]([CH3:52])[CH2:48][CH2:47]3)=[CH:43][CH:44]=[CH:45][C:39]=2[O:38][CH2:37]1. The catalyst is CN(C)C=O. The product is [CH3:52][N:49]1[CH2:50][CH2:51][N:46]([C:42]2[C:40]3[CH2:41][C@H:36]([NH:35][C:18](=[O:19])[C:17]4[CH:21]=[CH:22][C:14]([N:11]5[CH2:10][CH2:9][N:8]([CH2:1][C:2]6[CH:3]=[CH:4][CH:5]=[CH:6][CH:7]=6)[CH2:13][CH2:12]5)=[CH:15][CH:16]=4)[CH2:37][O:38][C:39]=3[CH:45]=[CH:44][CH:43]=2)[CH2:47][CH2:48]1. The yield is 0.800.